From a dataset of Full USPTO retrosynthesis dataset with 1.9M reactions from patents (1976-2016). Predict the reactants needed to synthesize the given product. (1) Given the product [F:1][C:2]1[CH:3]=[C:4]([C:21]([NH2:23])=[O:22])[C:5]2[O:9][C:8]([C:10]3[CH:15]=[CH:14][C:13]([CH2:16][N:17]4[CH2:19][CH2:45][CH2:25][CH2:18]4)=[CH:12][CH:11]=3)=[CH:7][C:6]=2[CH:20]=1, predict the reactants needed to synthesize it. The reactants are: [F:1][C:2]1[CH:3]=[C:4]([C:21]([NH2:23])=[O:22])[C:5]2[O:9][C:8]([C:10]3[CH:15]=[CH:14][C:13]([CH2:16][N:17]([CH3:19])[CH3:18])=[CH:12][CH:11]=3)=[CH:7][C:6]=2[CH:20]=1.F[C:25]1C=C(C(OC)=O)C2OC(C3C=CC(CN4CCCC4)=CC=3)=CC=2[CH:45]=1. (2) Given the product [CH3:66][O:65][C:59]1[CH:58]=[C:57]([CH:62]=[C:61]([O:63][CH3:64])[CH:60]=1)[CH2:56][O:55][CH2:54][C@@H:44]1[C@@H:43]([C@@:29]2([CH3:42])[CH2:30][CH2:31][C@H:32]([OH:34])[CH2:33][C@@H:28]2[CH2:27][OH:26])[CH2:51][CH2:50][C@@:49]2([CH3:52])[C@H:45]1[CH2:46][CH2:47][C:48]2=[CH2:53], predict the reactants needed to synthesize it. The reactants are: CCCC[N+](CCCC)(CCCC)CCCC.[F-].C([Si]([O:26][CH2:27][C@H:28]1[CH2:33][C@@H:32]([O:34][Si](C(C)(C)C)(C)C)[CH2:31][CH2:30][C@@:29]1([C@H:43]1[CH2:51][CH2:50][C@@:49]2([CH3:52])[C@@H:45]([CH2:46][CH2:47][C:48]2=[CH2:53])[C@@H:44]1[CH2:54][O:55][CH2:56][C:57]1[CH:62]=[C:61]([O:63][CH3:64])[CH:60]=[C:59]([O:65][CH3:66])[CH:58]=1)[CH3:42])(C)C)(C)(C)C. (3) Given the product [F:1][C:2]1[C:7]([C:8]2[CH:9]=[N:10][C:11]([N:14]3[CH2:19][CH2:18][O:17][CH2:16][CH2:15]3)=[N:12][CH:13]=2)=[CH:6][CH:5]=[CH:4][C:3]=1[CH2:20][N:23]1[C:24](=[O:31])[C:25]2[C:30](=[CH:29][CH:28]=[CH:27][CH:26]=2)[C:22]1=[O:32], predict the reactants needed to synthesize it. The reactants are: [F:1][C:2]1[C:7]([C:8]2[CH:9]=[N:10][C:11]([N:14]3[CH2:19][CH2:18][O:17][CH2:16][CH2:15]3)=[N:12][CH:13]=2)=[CH:6][CH:5]=[CH:4][C:3]=1[CH2:20]O.[C:22]1(=[O:32])[C:30]2[C:25](=[CH:26][CH:27]=[CH:28][CH:29]=2)[C:24](=[O:31])[NH:23]1.C1(P(C2C=CC=CC=2)C2C=CC=CC=2)C=CC=CC=1.N(C(OCC)=O)=NC(OCC)=O. (4) Given the product [F:1][C:2]1[CH:21]=[CH:20][C:5]2[C:6]([C:9]3[CH:10]=[CH:11][C:12]([O:15][CH2:16][C@H:17]([OH:18])[CH2:19][N:35]4[CH2:36][CH2:37][N:32]([C:27]5[C:26]6[C:30](=[CH:31][C:23]([F:22])=[CH:24][CH:25]=6)[NH:29][N:28]=5)[CH2:33][CH2:34]4)=[CH:13][CH:14]=3)=[N:7][O:8][C:4]=2[CH:3]=1, predict the reactants needed to synthesize it. The reactants are: [F:1][C:2]1[CH:21]=[CH:20][C:5]2[C:6]([C:9]3[CH:14]=[CH:13][C:12]([O:15][CH2:16][C@H:17]4[CH2:19][O:18]4)=[CH:11][CH:10]=3)=[N:7][O:8][C:4]=2[CH:3]=1.[F:22][C:23]1[CH:31]=[C:30]2[C:26]([C:27]([N:32]3[CH2:37][CH2:36][NH:35][CH2:34][CH2:33]3)=[N:28][NH:29]2)=[CH:25][CH:24]=1. (5) Given the product [NH2:1][C:2]1[N:7]=[C:6]([O:23][C:17]2[CH:22]=[CH:21][CH:20]=[CH:19][CH:18]=2)[C:5]([C:9]#[N:10])=[C:4]([C:11]2[CH:16]=[CH:15][CH:14]=[CH:13][CH:12]=2)[N:3]=1, predict the reactants needed to synthesize it. The reactants are: [NH2:1][C:2]1[N:7]=[C:6](Cl)[C:5]([C:9]#[N:10])=[C:4]([C:11]2[CH:16]=[CH:15][CH:14]=[CH:13][CH:12]=2)[N:3]=1.[C:17]1([OH:23])[CH:22]=[CH:21][CH:20]=[CH:19][CH:18]=1.C1CCN2C(=NCCC2)CC1. (6) Given the product [F:37][CH2:2][CH:3]1[CH2:7][C:6]2([CH2:12][CH2:11][N:10]([C:13]([O:15][C:16]([CH3:19])([CH3:18])[CH3:17])=[O:14])[CH2:9][CH2:8]2)[C:5](=[O:20])[N:4]1[C:21]1[CH2:22][O:23][C:24](=[O:26])[CH:25]=1, predict the reactants needed to synthesize it. The reactants are: O[CH2:2][CH:3]1[CH2:7][C:6]2([CH2:12][CH2:11][N:10]([C:13]([O:15][C:16]([CH3:19])([CH3:18])[CH3:17])=[O:14])[CH2:9][CH2:8]2)[C:5](=[O:20])[N:4]1[C:21]1[CH2:22][O:23][C:24](=[O:26])[CH:25]=1.F.F.F.C(N(CC)CC)C.[F:37][B-](F)(F)F.C(N([S+](F)F)CC)C. (7) Given the product [F:1][C:2]1[CH:9]=[CH:8][C:5]([OH:20])=[CH:4][C:3]=1[O:10][CH3:11], predict the reactants needed to synthesize it. The reactants are: [F:1][C:2]1[CH:9]=[CH:8][C:5](C=O)=[CH:4][C:3]=1[O:10][CH3:11].C1C=C(Cl)C=C(C(OO)=[O:20])C=1.Cl.